From a dataset of NCI-60 drug combinations with 297,098 pairs across 59 cell lines. Regression. Given two drug SMILES strings and cell line genomic features, predict the synergy score measuring deviation from expected non-interaction effect. Drug 1: CC1OCC2C(O1)C(C(C(O2)OC3C4COC(=O)C4C(C5=CC6=C(C=C35)OCO6)C7=CC(=C(C(=C7)OC)O)OC)O)O. Drug 2: CN1C2=C(C=C(C=C2)N(CCCl)CCCl)N=C1CCCC(=O)O.Cl. Cell line: MDA-MB-231. Synergy scores: CSS=23.9, Synergy_ZIP=-2.70, Synergy_Bliss=-2.17, Synergy_Loewe=-7.91, Synergy_HSA=1.26.